Dataset: hERG potassium channel inhibition data for cardiac toxicity prediction from Karim et al.. Task: Regression/Classification. Given a drug SMILES string, predict its toxicity properties. Task type varies by dataset: regression for continuous values (e.g., LD50, hERG inhibition percentage) or binary classification for toxic/non-toxic outcomes (e.g., AMES mutagenicity, cardiotoxicity, hepatotoxicity). Dataset: herg_karim. (1) The result is 0 (non-blocker). The molecule is C[C@H]1CN(c2ccc(C#N)cn2)CC[C@H]1Nc1c(C(N)=O)cnc2[nH]ccc12. (2) The molecule is CC(=O)Nc1cc(Nc2cc(NC3CCC3)n3ncc(C#N)c3n2)ccc1C. The result is 0 (non-blocker). (3) The compound is C[C@@H]1CN(CC2(C(N)=O)CC2)CCN1S(=O)(=O)c1ccc([C@](C)(O)C(F)(F)F)cc1. The result is 0 (non-blocker). (4) The drug is C[C@H]1CCC[C@@H](C)N1Cc1ccc2c(c1)CC[C@H](N1CCN(CCc3ccc(F)cc3)CC1=O)C2. The result is 1 (blocker). (5) The drug is C[C@H]1c2c([nH]c3ccc(C(F)(F)F)cc23)C[C@H]2CCN(CCC3(C(=O)O)CCOCC3)C[C@@H]21. The result is 1 (blocker). (6) The compound is COc1ccnc(C2=N[C@@](c3ccc(F)cc3)(c3ccc(F)nc3)[C@H](C)N2)c1. The result is 1 (blocker). (7) The drug is Cc1ccc(CCCC(=O)N2CCC(C(O)(c3ccccc3)c3ccccc3)CC2)cc1. The result is 0 (non-blocker).